This data is from Full USPTO retrosynthesis dataset with 1.9M reactions from patents (1976-2016). The task is: Predict the reactants needed to synthesize the given product. (1) Given the product [Cl:26][C:27]1[CH:36]=[CH:35][CH:34]=[C:33]2[C:28]=1[CH2:29][CH2:30][CH2:31][CH:32]2[N:13]1[C:14](=[O:22])[C:15]([C:17]([O:19][CH2:20][CH3:21])=[O:18])=[CH:16][N:11]([C:9]2[CH:8]=[CH:7][C:6]3[N:2]([CH3:1])[C:3](=[O:25])[N:4]([CH3:24])[C:5]=3[CH:10]=2)[C:12]1=[O:23], predict the reactants needed to synthesize it. The reactants are: [CH3:1][N:2]1[C:6]2[CH:7]=[CH:8][C:9]([N:11]3[CH:16]=[C:15]([C:17]([O:19][CH2:20][CH3:21])=[O:18])[C:14](=[O:22])[NH:13][C:12]3=[O:23])=[CH:10][C:5]=2[N:4]([CH3:24])[C:3]1=[O:25].[Cl:26][C:27]1[CH:36]=[CH:35][CH:34]=[C:33]2[C:28]=1[CH2:29][CH2:30][CH2:31][CH:32]2O.C1(P(C2C=CC=CC=2)C2C=CC=CC=2)C=CC=CC=1.CC(OC(/N=N/C(OC(C)C)=O)=O)C.Cl. (2) Given the product [CH3:1][O:2][C:3]1[CH:4]=[C:5]2[C:10](=[CH:11][C:12]=1[O:13][CH3:14])[N:9]=[CH:8][CH:7]=[C:6]2[O:15][C:16]1[C:22]([CH3:23])=[CH:21][C:19]([NH:20][C:29](=[O:35])[O:28][CH:26]2[CH2:40][CH2:39][CH2:38][CH2:37][CH2:43][CH2:42]2)=[C:18]([CH3:24])[CH:17]=1, predict the reactants needed to synthesize it. The reactants are: [CH3:1][O:2][C:3]1[CH:4]=[C:5]2[C:10](=[CH:11][C:12]=1[O:13][CH3:14])[N:9]=[CH:8][CH:7]=[C:6]2[O:15][C:16]1[C:22]([CH3:23])=[CH:21][C:19]([NH2:20])=[C:18]([CH3:24])[CH:17]=1.Cl[C:26](Cl)([O:28][C:29](=[O:35])OC(Cl)(Cl)Cl)Cl.[CH:37]1(O)[CH2:43][CH2:42]C[CH2:40][CH2:39][CH2:38]1.C(=O)(O)[O-].[Na+]. (3) Given the product [Br:1][C:2]1[C:10]2[CH2:9][CH:8]3[O:20][CH:7]3[C:6]=2[CH:5]=[CH:4][C:3]=1[F:11], predict the reactants needed to synthesize it. The reactants are: [Br:1][C:2]1[C:3]([F:11])=[CH:4][CH:5]=[C:6]2[C:10]=1[CH2:9][CH:8]=[CH:7]2.C1C=C(Cl)C=C(C(OO)=[O:20])C=1.